Task: Predict which catalyst facilitates the given reaction.. Dataset: Catalyst prediction with 721,799 reactions and 888 catalyst types from USPTO Reactant: [Br:1][C:2]1[N:3]=[C:4]([N:21]=[C:22]([NH:24]O)[CH3:23])[C:5]([N:8]2[CH2:13][CH2:12][N:11](C(OC(C)(C)C)=O)[CH2:10][CH2:9]2)=[N:6][CH:7]=1. Product: [Br:1][C:2]1[N:3]2[N:24]=[C:22]([CH3:23])[N:21]=[C:4]2[C:5]([N:8]2[CH2:13][CH2:12][NH:11][CH2:10][CH2:9]2)=[N:6][CH:7]=1. The catalyst class is: 250.